Dataset: Reaction yield outcomes from USPTO patents with 853,638 reactions. Task: Predict the reaction yield, written as a fraction of the theoretical maximum amount of product (1.0 means a 100% yield; for example, 0.34 means a 34% yield). (1) The reactants are I[C:2]1[CH:3]=[C:4]([CH:8]=[C:9]([N+:11]([O-:13])=[O:12])[CH:10]=1)[C:5]([OH:7])=[O:6].B(O)(O)[C:15]1[CH:16]=[CH:17][C:18]([CH3:21])=[CH:19][CH:20]=1.C([O-])([O-])=O.[Cs+].[Cs+].[OH-].[Na+]. The catalyst is C1(C)C=CC=CC=1.C(O)C.O.C1C=CC([P]([Pd]([P](C2C=CC=CC=2)(C2C=CC=CC=2)C2C=CC=CC=2)([P](C2C=CC=CC=2)(C2C=CC=CC=2)C2C=CC=CC=2)[P](C2C=CC=CC=2)(C2C=CC=CC=2)C2C=CC=CC=2)(C2C=CC=CC=2)C2C=CC=CC=2)=CC=1. The product is [CH3:21][C:18]1[CH:19]=[CH:20][C:15]([C:2]2[CH:10]=[C:9]([N+:11]([O-:13])=[O:12])[CH:8]=[C:4]([C:5]([OH:7])=[O:6])[CH:3]=2)=[CH:16][CH:17]=1. The yield is 0.972. (2) The reactants are [CH:1]([S:4][C:5]1[CH:13]=[CH:12][C:11]([S:14](=[O:18])(=[O:17])[NH:15][CH3:16])=[CH:10][C:6]=1[C:7]([OH:9])=O)([CH3:3])[CH3:2].CN(C(ON1N=NC2C=CC=CC1=2)=[N+](C)C)C.[B-](F)(F)(F)F.C(N(C(C)C)C(C)C)C.[F:50][C:51]([F:65])([F:64])[C:52]1[CH:57]=[CH:56][C:55]([N:58]2[CH2:63][CH2:62][NH:61][CH2:60][CH2:59]2)=[CH:54][CH:53]=1. The catalyst is O1CCCC1. The product is [CH:1]([S:4][C:5]1[CH:13]=[CH:12][C:11]([S:14]([NH:15][CH3:16])(=[O:18])=[O:17])=[CH:10][C:6]=1[C:7]([N:61]1[CH2:60][CH2:59][N:58]([C:55]2[CH:54]=[CH:53][C:52]([C:51]([F:64])([F:65])[F:50])=[CH:57][CH:56]=2)[CH2:63][CH2:62]1)=[O:9])([CH3:2])[CH3:3]. The yield is 0.660.